This data is from Catalyst prediction with 721,799 reactions and 888 catalyst types from USPTO. The task is: Predict which catalyst facilitates the given reaction. (1) Product: [Cl:1][C:2]1[CH:7]=[CH:6][C:5]([CH:8]([C:41]2[CH:42]=[CH:43][C:44]([Cl:47])=[CH:45][CH:46]=2)[C:9]2[CH:10]=[C:11]3[C:16](=[CH:17][CH:18]=2)[N:15]=[CH:14][N:13]=[C:12]3[NH:19][CH:20]2[CH2:25][CH2:24][N:23]([S:26]([C:29]3[CH:38]=[CH:37][C:32]([C:33]([OH:35])=[O:34])=[C:31]([O:39][CH3:40])[CH:30]=3)(=[O:28])=[O:27])[CH2:22][CH2:21]2)=[CH:4][CH:3]=1. Reactant: [Cl:1][C:2]1[CH:7]=[CH:6][C:5]([CH:8]([C:41]2[CH:46]=[CH:45][C:44]([Cl:47])=[CH:43][CH:42]=2)[C:9]2[CH:10]=[C:11]3[C:16](=[CH:17][CH:18]=2)[N:15]=[CH:14][N:13]=[C:12]3[NH:19][CH:20]2[CH2:25][CH2:24][N:23]([S:26]([C:29]3[CH:38]=[CH:37][C:32]([C:33]([O:35]C)=[O:34])=[C:31]([O:39][CH3:40])[CH:30]=3)(=[O:28])=[O:27])[CH2:22][CH2:21]2)=[CH:4][CH:3]=1.[OH-].[Na+].Cl. The catalyst class is: 5. (2) Reactant: [CH3:1][O:2][C:3]1[CH:4]=[C:5]([CH:9]=[CH:10][C:11]=1[N+:12]([O-:14])=[O:13])[C:6]([OH:8])=O.C1(P(C2C=CC=CC=2)C2C=CC=CC=2)C=CC=CC=1.C(Br)(Br)(Br)Br.[NH2:39][CH2:40][CH2:41]O. Product: [N:39]1([C:6]([C:5]2[CH:9]=[CH:10][C:11]([N+:12]([O-:14])=[O:13])=[C:3]([O:2][CH3:1])[CH:4]=2)=[O:8])[CH2:41][CH2:40]1. The catalyst class is: 11.